From a dataset of Reaction yield outcomes from USPTO patents with 853,638 reactions. Predict the reaction yield, written as a fraction of the theoretical maximum amount of product (1.0 means a 100% yield; for example, 0.34 means a 34% yield). The reactants are Cl[C:2]1[N:3]=[C:4]([N:22]2[CH2:27][CH2:26][O:25][CH2:24][CH2:23]2)[C:5]2[N:11]=[CH:10][C:9]([C:12]3[CH:13]=[C:14]([NH:18][C:19](=[O:21])[CH3:20])[CH:15]=[CH:16][CH:17]=3)=[CH:8][C:6]=2[N:7]=1.[C:28]([O:32][C:33]([NH:35][C:36]1[N:41]=[CH:40][C:39](B(O)O)=[CH:38][N:37]=1)=[O:34])([CH3:31])([CH3:30])[CH3:29].P([O-])([O-])([O-])=O.[K+].[K+].[K+].CN(C=O)C. The catalyst is C1C=CC([P]([Pd]([P](C2C=CC=CC=2)(C2C=CC=CC=2)C2C=CC=CC=2)([P](C2C=CC=CC=2)(C2C=CC=CC=2)C2C=CC=CC=2)[P](C2C=CC=CC=2)(C2C=CC=CC=2)C2C=CC=CC=2)(C2C=CC=CC=2)C2C=CC=CC=2)=CC=1.O. The product is [C:19]([NH:18][C:14]1[CH:13]=[C:12]([C:9]2[CH:10]=[N:11][C:5]3[C:4]([N:22]4[CH2:27][CH2:26][O:25][CH2:24][CH2:23]4)=[N:3][C:2]([C:39]4[CH:40]=[N:41][C:36]([NH:35][C:33](=[O:34])[O:32][C:28]([CH3:30])([CH3:29])[CH3:31])=[N:37][CH:38]=4)=[N:7][C:6]=3[CH:8]=2)[CH:17]=[CH:16][CH:15]=1)(=[O:21])[CH3:20]. The yield is 0.874.